This data is from Merck oncology drug combination screen with 23,052 pairs across 39 cell lines. The task is: Regression. Given two drug SMILES strings and cell line genomic features, predict the synergy score measuring deviation from expected non-interaction effect. Drug 1: O=c1[nH]cc(F)c(=O)[nH]1. Drug 2: Cn1c(=O)n(-c2ccc(C(C)(C)C#N)cc2)c2c3cc(-c4cnc5ccccc5c4)ccc3ncc21. Cell line: SW620. Synergy scores: synergy=12.0.